Task: Predict which catalyst facilitates the given reaction.. Dataset: Catalyst prediction with 721,799 reactions and 888 catalyst types from USPTO (1) Reactant: [Cl:1][C:2]1[CH:7]=[CH:6][C:5]([N:8]=[C:9]=[O:10])=[CH:4][CH:3]=1.[NH2:11][C:12]1[CH:29]=[CH:28][C:15]([O:16][C:17]2[CH:22]=[CH:21][N:20]=[C:19]([NH:23][CH2:24][CH2:25][CH2:26][OH:27])[N:18]=2)=[CH:14][CH:13]=1. The catalyst class is: 1. Product: [Cl:1][C:2]1[CH:7]=[CH:6][C:5]([NH:8][C:9]([NH:11][C:12]2[CH:13]=[CH:14][C:15]([O:16][C:17]3[CH:22]=[CH:21][N:20]=[C:19]([NH:23][CH2:24][CH2:25][CH2:26][OH:27])[N:18]=3)=[CH:28][CH:29]=2)=[O:10])=[CH:4][CH:3]=1. (2) Reactant: [CH2:1]([O:3][C:4]([C:6]1[S:7][C:8]([CH3:13])=[C:9]([CH2:11]Cl)[CH:10]=1)=[O:5])[CH3:2].[C-:14]#[N:15].[K+]. Product: [CH2:1]([O:3][C:4]([C:6]1[S:7][C:8]([CH3:13])=[C:9]([CH2:11][C:14]#[N:15])[CH:10]=1)=[O:5])[CH3:2]. The catalyst class is: 18. (3) Product: [CH2:12]([NH:10][C@H:5]([CH:2]1[CH2:4][CH2:3]1)[C:6]([F:9])([F:8])[F:7])[C:13]1[CH:18]=[CH:17][CH:16]=[CH:15][CH:14]=1. The catalyst class is: 23. Reactant: Cl.[CH:2]1([C@@H:5]([NH2:10])[C:6]([F:9])([F:8])[F:7])[CH2:4][CH2:3]1.Br[CH2:12][C:13]1[CH:18]=[CH:17][CH:16]=[CH:15][CH:14]=1.C([O-])([O-])=O.[K+].[K+].